The task is: Regression. Given a peptide amino acid sequence and an MHC pseudo amino acid sequence, predict their binding affinity value. This is MHC class I binding data.. This data is from Peptide-MHC class I binding affinity with 185,985 pairs from IEDB/IMGT. (1) The peptide sequence is TSETFSMGLL. The MHC is HLA-A01:01 with pseudo-sequence HLA-A01:01. The binding affinity (normalized) is 0.492. (2) The peptide sequence is FPVKPQVPLR. The MHC is HLA-A01:01 with pseudo-sequence HLA-A01:01. The binding affinity (normalized) is 0. (3) The peptide sequence is SPLPITLKY. The MHC is HLA-B57:01 with pseudo-sequence HLA-B57:01. The binding affinity (normalized) is 0.0847. (4) The binding affinity (normalized) is 0.0847. The peptide sequence is ITDEINQIK. The MHC is HLA-A24:03 with pseudo-sequence HLA-A24:03. (5) The peptide sequence is LERTSKASLER. The MHC is HLA-B53:01 with pseudo-sequence HLA-B53:01. The binding affinity (normalized) is 0. (6) The peptide sequence is AVGVVCTGL. The MHC is HLA-A24:03 with pseudo-sequence HLA-A24:03. The binding affinity (normalized) is 0.0847. (7) The binding affinity (normalized) is 0.931. The peptide sequence is AIFQCSMTK. The MHC is HLA-A11:01 with pseudo-sequence HLA-A11:01. (8) The peptide sequence is MPRQTGGFF. The MHC is Mamu-B52 with pseudo-sequence Mamu-B52. The binding affinity (normalized) is 0.197.